Dataset: Forward reaction prediction with 1.9M reactions from USPTO patents (1976-2016). Task: Predict the product of the given reaction. (1) Given the reactants [F:1][C:2]1[CH:38]=[CH:37][C:5]([CH2:6][N:7]2[C:17]3[C:12](=[CH:13][C:14]([S:18]([N:21]4[CH2:25][CH2:24][CH2:23][C@H:22]4[CH2:26][O:27][CH2:28][C:29]4[N:30]=[N:31][N:32](CCF)[CH:33]=4)(=[O:20])=[O:19])=[CH:15][CH:16]=3)[C:10](=[O:11])[C:8]2=[O:9])=[CH:4][CH:3]=1.[F:39][CH2:40]N=[N+]=[N-], predict the reaction product. The product is: [F:1][C:2]1[CH:3]=[CH:4][C:5]([CH2:6][N:7]2[C:17]3[C:12](=[CH:13][C:14]([S:18]([N:21]4[CH2:25][CH2:24][CH2:23][C@H:22]4[CH2:26][O:27][CH2:28][C:29]4[N:30]=[N:31][N:32]([CH2:40][F:39])[CH:33]=4)(=[O:19])=[O:20])=[CH:15][CH:16]=3)[C:10](=[O:11])[C:8]2=[O:9])=[CH:37][CH:38]=1. (2) Given the reactants [CH:1]1([NH:4][C:5](=[O:17])[C:6]2[CH:11]=[CH:10][C:9]([CH3:12])=[C:8]([NH:13][C:14]([NH2:16])=[S:15])[CH:7]=2)[CH2:3][CH2:2]1.Br[CH2:19][C:20](=O)[C:21]([O:23]CC)=O, predict the reaction product. The product is: [C:8]1([NH:13][C:21]([C:20]2[N:16]=[C:14]([NH:13][C:8]3[CH:7]=[C:6]([C:5](=[O:17])[NH:4][CH:1]4[CH2:3][CH2:2]4)[CH:11]=[CH:10][C:9]=3[CH3:12])[S:15][CH:19]=2)=[O:23])[CH:9]=[CH:10][CH:11]=[CH:6][CH:7]=1. (3) Given the reactants [NH2:1][C:2]1[S:3][C:4]2[C:10]([C:11]#[N:12])=[C:9]([O:13][C:14]3[CH:15]=[CH:16][C:17]([F:27])=[C:18]([NH:20][C:21](=[O:26])[C:22]([F:25])([F:24])[F:23])[CH:19]=3)[CH:8]=[CH:7][C:5]=2[N:6]=1.N1C=CC=CC=1.[C:34](Cl)(=[O:36])[CH3:35], predict the reaction product. The product is: [C:34]([NH:1][C:2]1[S:3][C:4]2[C:10]([C:11]#[N:12])=[C:9]([O:13][C:14]3[CH:15]=[CH:16][C:17]([F:27])=[C:18]([NH:20][C:21](=[O:26])[C:22]([F:25])([F:23])[F:24])[CH:19]=3)[CH:8]=[CH:7][C:5]=2[N:6]=1)(=[O:36])[CH3:35].